This data is from Peptide-MHC class II binding affinity with 134,281 pairs from IEDB. The task is: Regression. Given a peptide amino acid sequence and an MHC pseudo amino acid sequence, predict their binding affinity value. This is MHC class II binding data. (1) The peptide sequence is PKKYFAATQFEPLAA. The MHC is HLA-DQA10501-DQB10301 with pseudo-sequence HLA-DQA10501-DQB10301. The binding affinity (normalized) is 0.233. (2) The peptide sequence is LALVGFLGGLITGTS. The MHC is DRB1_1201 with pseudo-sequence DRB1_1201. The binding affinity (normalized) is 0.551.